From a dataset of Catalyst prediction with 721,799 reactions and 888 catalyst types from USPTO. Predict which catalyst facilitates the given reaction. Reactant: N#N.Cl[C:4]1[N:5]=[N+:6]([O-:19])[C:7]2[C:16]([N:17]=1)=[CH:15][C:14]1[CH2:13][N:12]([CH3:18])[CH2:11][CH2:10][C:9]=1[CH:8]=2.[Sn](CC)(CC)(CC)[CH2:21][CH3:22]. Product: [CH2:21]([C:4]1[N:5]=[N+:6]([O-:19])[C:7]2[C:16]([N:17]=1)=[CH:15][C:14]1[CH2:13][N:12]([CH3:18])[CH2:11][CH2:10][C:9]=1[CH:8]=2)[CH3:22]. The catalyst class is: 104.